From a dataset of Forward reaction prediction with 1.9M reactions from USPTO patents (1976-2016). Predict the product of the given reaction. (1) Given the reactants [OH:1][CH2:2][C:3]1[CH:4]=[C:5]([CH:16]=[CH:17][C:18]=1[O:19][CH3:20])[CH2:6][CH:7]([C:12]([O:14][CH3:15])=[O:13])[C:8]([O:10][CH3:11])=[O:9].[C:21]1([CH3:30])[CH:26]=[CH:25][C:24]([N:27]=[C:28]=[O:29])=[CH:23][CH:22]=1, predict the reaction product. The product is: [CH3:20][O:19][C:18]1[CH:17]=[CH:16][C:5]([CH2:6][CH:7]([C:8]([O:10][CH3:11])=[O:9])[C:12]([O:14][CH3:15])=[O:13])=[CH:4][C:3]=1[CH2:2][O:1][C:28]([NH:27][C:24]1[CH:25]=[CH:26][C:21]([CH3:30])=[CH:22][CH:23]=1)=[O:29]. (2) Given the reactants [CH2:1]([O:8][C:9]1[CH:10]=[C:11]([CH:20]([OH:27])[C:21]2[S:22][C:23]([CH3:26])=[CH:24][CH:25]=2)[CH:12]=[C:13]2[C:18]=1[N:17]=[CH:16][NH:15][C:14]2=[O:19])[C:2]1[CH:7]=[CH:6][CH:5]=[CH:4][CH:3]=1, predict the reaction product. The product is: [CH2:1]([O:8][C:9]1[CH:10]=[C:11]([C:20]([C:21]2[S:22][C:23]([CH3:26])=[CH:24][CH:25]=2)=[O:27])[CH:12]=[C:13]2[C:18]=1[N:17]=[CH:16][NH:15][C:14]2=[O:19])[C:2]1[CH:3]=[CH:4][CH:5]=[CH:6][CH:7]=1. (3) Given the reactants Cl[C:2]1[CH:7]=[CH:6][N:5]2[N:8]=[CH:9][C:10]([C:11]3[CH:16]=[CH:15][CH:14]=[C:13]([C:17]([F:20])([F:19])[F:18])[CH:12]=3)=[C:4]2[N:3]=1.[NH2:21][CH:22]1[CH2:27][CH2:26][CH:25]([OH:28])[CH2:24][CH2:23]1.CCN(C(C)C)C(C)C, predict the reaction product. The product is: [F:18][C:17]([F:20])([F:19])[C:13]1[CH:12]=[C:11]([C:10]2[CH:9]=[N:8][N:5]3[CH:6]=[CH:7][C:2]([NH:21][C@H:22]4[CH2:27][CH2:26][C@H:25]([OH:28])[CH2:24][CH2:23]4)=[N:3][C:4]=23)[CH:16]=[CH:15][CH:14]=1. (4) Given the reactants [C:1]([O:4][C:5]([CH3:28])([CH3:27])[C:6]([NH:8][NH:9][C:10](=[O:26])[C:11]1[CH:16]=[CH:15][N:14]=[C:13]([NH:17][C:18]2[CH:23]=[CH:22][C:21]([S:24][CH3:25])=[CH:20][CH:19]=2)[CH:12]=1)=O)(=[O:3])[CH3:2].C1(C)C=CC(S(Cl)(=O)=O)=CC=1, predict the reaction product. The product is: [C:1]([O:4][C:5]([CH3:28])([C:6]1[O:26][C:10]([C:11]2[CH:16]=[CH:15][N:14]=[C:13]([NH:17][C:18]3[CH:23]=[CH:22][C:21]([S:24][CH3:25])=[CH:20][CH:19]=3)[CH:12]=2)=[N:9][N:8]=1)[CH3:27])(=[O:3])[CH3:2]. (5) Given the reactants [Li+].CC([N-]C(C)C)C.Br[C:10]([C:12]([F:15])([F:14])[F:13])=[CH2:11].CN(CCN(C)C)C.I[C:25]1[CH:26]=[C:27]2[C:31](=[CH:32][CH:33]=1)[N:30]([CH:34]1[CH2:39][CH2:38][CH2:37][CH2:36][O:35]1)[N:29]=[CH:28]2, predict the reaction product. The product is: [O:35]1[CH2:36][CH2:37][CH2:38][CH2:39][CH:34]1[N:30]1[C:31]2[C:27](=[CH:26][C:25]([C:11]#[C:10][C:12]([F:15])([F:14])[F:13])=[CH:33][CH:32]=2)[CH:28]=[N:29]1. (6) Given the reactants [Cl:1][C:2]1[CH:10]=[CH:9][C:8]([N:11]2[CH:15]=[CH:14][CH:13]=[CH:12]2)=[CH:7][C:3]=1[C:4]([NH2:6])=[O:5].FC1C=CC([O:23][C:24](=O)[NH:25][C:26]2[S:27][C:28]3[CH:34]=[C:33]([S:35]([CH3:38])(=[O:37])=[O:36])[CH:32]=[CH:31][C:29]=3[N:30]=2)=CC=1, predict the reaction product. The product is: [Cl:1][C:2]1[CH:10]=[CH:9][C:8]([N:11]2[CH:15]=[CH:14][CH:13]=[CH:12]2)=[CH:7][C:3]=1[C:4]([NH:6][C:24](=[O:23])[NH:25][C:26]1[S:27][C:28]2[CH:34]=[C:33]([S:35]([CH3:38])(=[O:37])=[O:36])[CH:32]=[CH:31][C:29]=2[N:30]=1)=[O:5]. (7) Given the reactants [H-].[H-].[H-].[H-].[Li+].[Al+3].[S:7]1[CH:11]=[CH:10][C:9]([C:12]2[CH:20]=[CH:19][C:15]([C:16](O)=[O:17])=[CH:14][CH:13]=2)=[CH:8]1.O.[OH-].[K+], predict the reaction product. The product is: [S:7]1[CH:11]=[CH:10][C:9]([C:12]2[CH:20]=[CH:19][C:15]([CH2:16][OH:17])=[CH:14][CH:13]=2)=[CH:8]1. (8) Given the reactants [C:1]([C:11]1[CH:18]=[CH:17][C:14]([CH:15]=O)=[CH:13][CH:12]=1)#[C:2][CH2:3][CH2:4][CH2:5][CH2:6][CH2:7][CH2:8][CH2:9][CH3:10].[F:19][C:20]([F:30])([F:29])[C:21]1[CH:28]=[CH:27][CH:26]=[CH:25][C:22]=1[CH2:23][NH2:24], predict the reaction product. The product is: [C:1]([C:11]1[CH:18]=[CH:17][C:14]([CH2:15][NH:24][CH2:23][C:22]2[CH:25]=[CH:26][CH:27]=[CH:28][C:21]=2[C:20]([F:19])([F:29])[F:30])=[CH:13][CH:12]=1)#[C:2][CH2:3][CH2:4][CH2:5][CH2:6][CH2:7][CH2:8][CH2:9][CH3:10]. (9) Given the reactants [C:1]([O:5][C:6]([NH:8][C@@H:9]([CH2:13][C:14]1[CH:23]=[CH:22][C:21]2[C:16](=[CH:17][CH:18]=[CH:19][CH:20]=2)[CH:15]=1)[C:10](O)=[O:11])=[O:7])([CH3:4])([CH3:3])[CH3:2].Cl.CN.C1C=CC2N(O)N=[N:33][C:31]=2C=1.C(Cl)CCl.CN1CCOCC1, predict the reaction product. The product is: [C:1]([O:5][C:6]([NH:8][C@@H:9]([CH2:13][C:14]1[CH:23]=[CH:22][C:21]2[C:16](=[CH:17][CH:18]=[CH:19][CH:20]=2)[CH:15]=1)[C:10]([NH:33][CH3:31])=[O:11])=[O:7])([CH3:4])([CH3:3])[CH3:2].